This data is from Full USPTO retrosynthesis dataset with 1.9M reactions from patents (1976-2016). The task is: Predict the reactants needed to synthesize the given product. The reactants are: [CH:1]([NH2:3])=[O:2].[CH:4](=O)[CH3:5].C[Si](Cl)(C)C.[C:12]1([CH3:22])[CH:17]=[CH:16][C:15]([S:18](O)(=[O:20])=[O:19])=[CH:14][CH:13]=1.C(OC(C)(C)C)(C)(C)C. Given the product [CH3:22][C:12]1[CH:17]=[CH:16][C:15]([S:18]([CH:4]([NH:3][CH:1]=[O:2])[CH3:5])(=[O:20])=[O:19])=[CH:14][CH:13]=1, predict the reactants needed to synthesize it.